Dataset: Forward reaction prediction with 1.9M reactions from USPTO patents (1976-2016). Task: Predict the product of the given reaction. (1) Given the reactants [NH2:1][CH2:2][CH2:3][CH2:4][CH2:5][CH2:6][OH:7].Cl[C:9]1[C:14]([N+:15]([O-:17])=[O:16])=[CH:13][CH:12]=[CH:11][C:10]=1[N+:18]([O-:20])=[O:19].C(N(CC)CC)C.O1CCCC1, predict the reaction product. The product is: [N+:15]([C:14]1[CH:13]=[CH:12][CH:11]=[C:10]([N+:18]([O-:20])=[O:19])[C:9]=1[NH:1][CH2:2][CH2:3][CH2:4][CH2:5][CH2:6][OH:7])([O-:17])=[O:16]. (2) Given the reactants Br[C:2]1[CH:3]=[C:4]([NH:14][C:15]([C:17]2[CH:18]=[N:19][CH:20]=[N:21][CH:22]=2)=[O:16])[CH:5]=[N:6][C:7]=1[O:8][CH2:9][C:10]([F:13])([F:12])[F:11].[Cl:23][C:24]1[CH:25]=[C:26](B(O)O)[CH:27]=[CH:28][C:29]=1[F:30], predict the reaction product. The product is: [Cl:23][C:24]1[CH:25]=[C:26]([C:2]2[CH:3]=[C:4]([NH:14][C:15]([C:17]3[CH:18]=[N:19][CH:20]=[N:21][CH:22]=3)=[O:16])[CH:5]=[N:6][C:7]=2[O:8][CH2:9][C:10]([F:13])([F:12])[F:11])[CH:27]=[CH:28][C:29]=1[F:30]. (3) Given the reactants [C:1]1([C:7]2[CH:8]=[N:9][NH:10][C:11]=2[CH2:12][CH2:13][CH3:14])[CH:6]=[CH:5][CH:4]=[CH:3][CH:2]=1.[Br:15]N1C(=O)CCC1=O, predict the reaction product. The product is: [Br:15][C:8]1[C:7]([C:1]2[CH:2]=[CH:3][CH:4]=[CH:5][CH:6]=2)=[C:11]([CH2:12][CH2:13][CH3:14])[NH:10][N:9]=1.